This data is from Forward reaction prediction with 1.9M reactions from USPTO patents (1976-2016). The task is: Predict the product of the given reaction. (1) Given the reactants [F:1][C:2]([F:31])([F:30])[C:3]1[CH:4]=[C:5]([CH:27]=[CH:28][CH:29]=1)[C:6]([NH:8][C:9]1[CH:14]=[CH:13][C:12]([C:15]2[CH:23]=[C:22]3[C:18]([C:19]([C:24](O)=[O:25])=[N:20][NH:21]3)=[CH:17][CH:16]=2)=[CH:11][CH:10]=1)=[O:7].Cl.CN.C1C=CC2N(O)N=[N:41][C:39]=2C=1.C(N(CC)CC)C.CCN=C=NCCCN(C)C.C(=O)(O)[O-].[Na+], predict the reaction product. The product is: [CH3:39][NH:41][C:24]([C:19]1[C:18]2[C:22](=[CH:23][C:15]([C:12]3[CH:13]=[CH:14][C:9]([NH:8][C:6](=[O:7])[C:5]4[CH:27]=[CH:28][CH:29]=[C:3]([C:2]([F:1])([F:30])[F:31])[CH:4]=4)=[CH:10][CH:11]=3)=[CH:16][CH:17]=2)[NH:21][N:20]=1)=[O:25]. (2) The product is: [N:1]1([C:6]2[CH:26]=[CH:25][C:9]([CH2:10][C:11]3[C:12]([O:23][CH3:24])=[N:13][C:14]4[C:19]([C:20]=3[Cl:21])=[CH:18][C:17]([C:38]([C:37]3[N:33]([CH3:32])[N:34]=[N:35][CH:36]=3)([C:40]3[N:44]([CH3:45])[N:43]=[N:42][CH:41]=3)[OH:39])=[CH:16][CH:15]=4)=[CH:8][CH:7]=2)[CH:5]=[CH:4][CH:3]=[N:2]1. Given the reactants [N:1]1([C:6]2[CH:26]=[CH:25][C:9]([CH2:10][C:11]3[C:12]([O:23][CH3:24])=[N:13][C:14]4[C:19]([C:20]=3[Cl:21])=[CH:18][C:17](Br)=[CH:16][CH:15]=4)=[CH:8][CH:7]=2)[CH:5]=[CH:4][CH:3]=[N:2]1.[Li]CCCC.[CH3:32][N:33]1[C:37]([C:38]([C:40]2[N:44]([CH3:45])[N:43]=[N:42][CH:41]=2)=[O:39])=[CH:36][N:35]=[N:34]1.C(=O)=O.CC(C)=O, predict the reaction product. (3) Given the reactants [Br:1][C:2]1[CH:3]=[C:4]([CH:7]=[CH:8][C:9]=1[CH:10]=O)[C:5]#[N:6].[C:12]([CH2:15][C:16](=[O:18])[CH3:17])(=O)[CH3:13].[F:19][C:20]([F:32])([F:31])[C:21]1[CH:22]=[C:23]([NH:27][C:28]([NH2:30])=[O:29])[CH:24]=[CH:25][CH:26]=1, predict the reaction product. The product is: [C:16]([C:15]1[CH:10]([C:9]2[CH:8]=[CH:7][C:4]([C:5]#[N:6])=[CH:3][C:2]=2[Br:1])[NH:30][C:28](=[O:29])[N:27]([C:23]2[CH:24]=[CH:25][CH:26]=[C:21]([C:20]([F:31])([F:32])[F:19])[CH:22]=2)[C:12]=1[CH3:13])(=[O:18])[CH3:17]. (4) Given the reactants C[O:2][C:3]([C:5]1([CH2:10][CH2:11][N:12]([C:14]([O:16][C:17]([CH3:20])([CH3:19])[CH3:18])=[O:15])[CH3:13])[CH2:9][CH2:8][CH2:7][CH2:6]1)=[O:4].[Li+].[OH-], predict the reaction product. The product is: [CH3:19][C:17]([CH3:20])([O:16][C:14]([N:12]([CH3:13])[CH2:11][CH2:10][C:5]1([C:3]([OH:4])=[O:2])[CH2:6][CH2:7][CH2:8][CH2:9]1)=[O:15])[CH3:18]. (5) Given the reactants [F:1][C:2]1[CH:3]=[C:4]2[C:17](=[CH:18][CH:19]=1)[C:16]1[C:7](=[C:8]3[C:13](=[CH:14][CH:15]=1)[CH:12]=[C:11]([O:20]C)[CH:10]=[CH:9]3)[CH:6]([C:22]1[CH:36]=[CH:35][C:25]([O:26][CH2:27][CH2:28][N:29]3[CH2:34][CH2:33][CH2:32][CH2:31][CH2:30]3)=[CH:24][CH:23]=1)[S:5]2.[ClH:37].CC(=CC)C.B(Br)(Br)Br.C(=O)(O)[O-].[Na+], predict the reaction product. The product is: [ClH:37].[F:1][C:2]1[CH:3]=[C:4]2[C:17](=[CH:18][CH:19]=1)[C:16]1[C:7](=[C:8]3[C:13](=[CH:14][CH:15]=1)[CH:12]=[C:11]([OH:20])[CH:10]=[CH:9]3)[CH:6]([C:22]1[CH:23]=[CH:24][C:25]([O:26][CH2:27][CH2:28][N:29]3[CH2:30][CH2:31][CH2:32][CH2:33][CH2:34]3)=[CH:35][CH:36]=1)[S:5]2.